From a dataset of Full USPTO retrosynthesis dataset with 1.9M reactions from patents (1976-2016). Predict the reactants needed to synthesize the given product. (1) Given the product [CH3:3][C@:4]1([CH2:36][O:37][C:63](=[O:47])[CH2:62][O:61][CH:58]2[CH2:59][CH2:46][CH2:39][O:60]2)[O:32][C@@H:8]([O:9][C:10]2[CH:15]=[C:14]([CH2:16][O:17][CH:18]3[CH2:22][CH2:21][CH2:20][O:19]3)[CH:13]=[CH:12][C:11]=2[CH2:23][C:24]2[CH:29]=[CH:28][C:27]([CH2:30][CH3:31])=[CH:26][CH:25]=2)[C@H:7]([OH:33])[C@@H:6]([OH:34])[C@@H:5]1[OH:35], predict the reactants needed to synthesize it. The reactants are: [OH-].[Na+].[CH3:3][C@:4]1([CH2:36][OH:37])[O:32][C@@H:8]([O:9][C:10]2[CH:15]=[C:14]([CH2:16][O:17][CH:18]3[CH2:22][CH2:21][CH2:20][O:19]3)[CH:13]=[CH:12][C:11]=2[CH2:23][C:24]2[CH:29]=[CH:28][C:27]([CH2:30][CH3:31])=[CH:26][CH:25]=2)[C@H:7]([OH:33])[C@@H:6]([OH:34])[C@@H:5]1[OH:35].N1C(C)=CC(C)=C[C:39]=1[CH3:46].[OH:47]N1C2C=CC=CC=2N=N1.Cl.[C:58]([O:61][CH2:62][CH3:63])(=[O:60])[CH3:59]. (2) Given the product [Cl:1][C:2]1[CH:3]=[C:4]2[C:8](=[CH:9][CH:10]=1)[NH:7][CH:6]=[C:5]2[CH:16]([N:17]([CH3:19])[CH3:18])[C:15]1[CH:20]=[CH:21][CH:22]=[CH:23][C:14]=1[C:13]([F:12])([F:24])[F:25], predict the reactants needed to synthesize it. The reactants are: [Cl:1][C:2]1[CH:3]=[C:4]2[C:8](=[CH:9][CH:10]=1)[NH:7][CH:6]=[CH:5]2.[Cl-].[F:12][C:13]([F:25])([F:24])[C:14]1[CH:23]=[CH:22][CH:21]=[CH:20][C:15]=1[CH:16]=[N+:17]([CH3:19])[CH3:18].FC(F)(F)C1C=CC=CC=1C=O.CNC. (3) Given the product [C:1]([O:5][C:6](=[O:7])[NH:8][C@@H:9]1[CH2:11][C@H:10]1[C:12]1[CH:13]=[C:14]([C:18](=[O:20])[NH:27][CH:24]2[CH2:25][CH2:26][O:21][CH2:22][CH2:23]2)[S:15][C:16]=1[CH3:17])([CH3:2])([CH3:3])[CH3:4], predict the reactants needed to synthesize it. The reactants are: [C:1]([O:5][C:6]([NH:8][C@@H:9]1[CH2:11][C@H:10]1[C:12]1[CH:13]=[C:14]([C:18]([OH:20])=O)[S:15][C:16]=1[CH3:17])=[O:7])([CH3:4])([CH3:3])[CH3:2].[O:21]1[CH2:26][CH2:25][CH:24]([NH2:27])[CH2:23][CH2:22]1.C(N(CC)CC)C.F[P-](F)(F)(F)(F)F.N1(OC(N(C)C)=[N+](C)C)C2N=CC=CC=2N=N1. (4) Given the product [CH:12]1([O:4][C:3](=[O:5])[C@@H:2]([NH2:1])[C:6]2[CH:11]=[CH:10][CH:9]=[CH:8][CH:7]=2)[CH2:16][CH2:15][CH2:14][CH2:13]1, predict the reactants needed to synthesize it. The reactants are: [NH2:1][C@@H:2]([C:6]1[CH:11]=[CH:10][CH:9]=[CH:8][CH:7]=1)[C:3]([OH:5])=[O:4].[CH:12]1(OC(=O)[C@@H](N)CC(C)C)[CH2:16][CH2:15][CH2:14][CH2:13]1. (5) Given the product [CH:1]1([N:4]([CH2:27][C:28]2[CH:33]=[C:32]([CH2:34][CH2:35][CH2:36][O:37][CH3:38])[CH:31]=[C:30]([O:39][CH2:40][CH2:41][O:42][CH3:43])[CH:29]=2)[C:5]([CH:7]2[C:12]([OH:19])([C:13]3[CH:14]=[CH:15][N:16]=[CH:17][CH:18]=3)[CH2:11][CH2:10][NH:9][CH2:8]2)=[O:6])[CH2:3][CH2:2]1, predict the reactants needed to synthesize it. The reactants are: [CH:1]1([N:4]([CH2:27][C:28]2[CH:33]=[C:32]([CH2:34][CH2:35][CH2:36][O:37][CH3:38])[CH:31]=[C:30]([O:39][CH2:40][CH2:41][O:42][CH3:43])[CH:29]=2)[C:5]([C@@H:7]2[C@@:12]([OH:19])([C:13]3[CH:18]=[CH:17][N:16]=[CH:15][CH:14]=3)[CH2:11][CH2:10][N:9](C(OC(C)(C)C)=O)[CH2:8]2)=[O:6])[CH2:3][CH2:2]1.Cl. (6) Given the product [OH:1][C:2]1[CH:3]=[C:4]([CH:8]=[CH:9][C:10]=1[N+:11]([O-:13])=[O:12])[C:5]([O:7][CH2:14][C:15]1[CH:20]=[CH:19][CH:18]=[CH:17][CH:16]=1)=[O:6], predict the reactants needed to synthesize it. The reactants are: [OH:1][C:2]1[CH:3]=[C:4]([CH:8]=[CH:9][C:10]=1[N+:11]([O-:13])=[O:12])[C:5]([OH:7])=[O:6].[CH2:14](O)[C:15]1[CH:20]=[CH:19][CH:18]=[CH:17][CH:16]=1.C1(C)C=CC(S(O)(=O)=O)=CC=1.O.